Dataset: Catalyst prediction with 721,799 reactions and 888 catalyst types from USPTO. Task: Predict which catalyst facilitates the given reaction. (1) Reactant: [CH3:1][O:2][C:3]1[C:11]([O:12][CH3:13])=[CH:10][CH:9]=[C:8]2[C:4]=1[CH2:5][CH2:6][CH:7]2[C:14](N)=[O:15].[OH-:17].[K+].CO. Product: [CH3:1][O:2][C:3]1[C:11]([O:12][CH3:13])=[CH:10][CH:9]=[C:8]2[C:4]=1[CH2:5][CH2:6][CH:7]2[C:14]([OH:15])=[O:17]. The catalyst class is: 6. (2) Reactant: [CH2:1]([Mg]Cl)[CH2:2][CH3:3].[Cl:6][C:7]1[C:15]2[CH:14]=[C:13]([C:16](N(OC)C)=[O:17])[S:12][C:11]=2[CH:10]=[CH:9][CH:8]=1.O.Cl. Product: [Cl:6][C:7]1[C:15]2[CH:14]=[C:13]([C:16](=[O:17])[CH2:1][CH2:2][CH3:3])[S:12][C:11]=2[CH:10]=[CH:9][CH:8]=1. The catalyst class is: 7. (3) Reactant: [C:1]1([CH2:7][CH2:8][CH2:9][C:10]2[N:11]=[C:12]([C:15]([NH:17][C@@H:18]([C:20]([NH:22][C@H:23]3[CH2:27][C:26](=[O:28])[O:25][C@@H:24]3[O:29]CC3C=CC=CC=3)=[O:21])[CH3:19])=[O:16])[NH:13][CH:14]=2)[CH:6]=[CH:5][CH:4]=[CH:3][CH:2]=1. Product: [C:1]1([CH2:7][CH2:8][CH2:9][C:10]2[N:11]=[C:12]([C:15]([NH:17][C@H:18]([C:20]([NH:22][CH:23]([CH:24]=[O:29])[CH2:27][C:26]([OH:28])=[O:25])=[O:21])[CH3:19])=[O:16])[NH:13][CH:14]=2)[CH:2]=[CH:3][CH:4]=[CH:5][CH:6]=1. The catalyst class is: 43. (4) Reactant: Cl[C:2]1[N:7]=[C:6]([S:8][CH3:9])[N:5]=[C:4]([O:10][C:11]2[CH:16]=[CH:15][C:14]([O:17][CH3:18])=[CH:13][C:12]=2[Cl:19])[CH:3]=1.O.Cl.Cl.[NH2:23][CH2:24][C:25]1[NH:26][C:27]2[CH:33]=[CH:32][CH:31]=[CH:30][C:28]=2[N:29]=1.C(N(CC)CC)C.O. Product: [NH:26]1[C:27]2[CH:33]=[CH:32][CH:31]=[CH:30][C:28]=2[N:29]=[C:25]1[CH2:24][NH:23][C:2]1[N:7]=[C:6]([S:8][CH3:9])[N:5]=[C:4]([O:10][C:11]2[CH:16]=[CH:15][C:14]([O:17][CH3:18])=[CH:13][C:12]=2[Cl:19])[CH:3]=1. The catalyst class is: 3. (5) Reactant: [Br:1][C:2]1[CH:7]=[C:6](F)[CH:5]=[C:4]([Cl:9])[CH:3]=1.[CH2:10]([OH:17])[C:11]1[CH:16]=[CH:15][CH:14]=[CH:13][CH:12]=1.[H-].[Na+].Cl. The catalyst class is: 37. Product: [CH2:10]([O:17][C:6]1[CH:5]=[C:4]([Cl:9])[CH:3]=[C:2]([Br:1])[CH:7]=1)[C:11]1[CH:16]=[CH:15][CH:14]=[CH:13][CH:12]=1. (6) Reactant: Cl[C:2]1[N:3]([CH2:25][CH:26]2[CH2:30][CH2:29][O:28][CH2:27]2)[C:4]2[C:9]([N:10]=1)=[C:8]([N:11]1[CH2:16][CH2:15][O:14][CH2:13][CH2:12]1)[N:7]=[C:6]([C:17]1[CH:18]=[N:19][C:20]([NH:23][CH3:24])=[N:21][CH:22]=1)[N:5]=2.[CH3:31][S:32]([N:35]1[CH2:40][CH2:39][NH:38][CH2:37][CH2:36]1)(=[O:34])=[O:33]. Product: [CH3:24][NH:23][C:20]1[N:19]=[CH:18][C:17]([C:6]2[N:5]=[C:4]3[C:9]([N:10]=[C:2]([N:38]4[CH2:39][CH2:40][N:35]([S:32]([CH3:31])(=[O:34])=[O:33])[CH2:36][CH2:37]4)[N:3]3[CH2:25][CH:26]3[CH2:30][CH2:29][O:28][CH2:27]3)=[C:8]([N:11]3[CH2:16][CH2:15][O:14][CH2:13][CH2:12]3)[N:7]=2)=[CH:22][N:21]=1. The catalyst class is: 16.